This data is from Forward reaction prediction with 1.9M reactions from USPTO patents (1976-2016). The task is: Predict the product of the given reaction. (1) Given the reactants [C:1]([O:5][C:6]([N:8]1[CH2:13][CH2:12][O:11][CH:10]([C:14]2[CH:19]=[CH:18][C:17]([NH2:20])=[C:16](F)[CH:15]=2)[CH2:9]1)=[O:7])([CH3:4])([CH3:3])[CH3:2].BrC1C=CC(C(Cl)=O)=C([F:32])C=1, predict the reaction product. The product is: [C:1]([O:5][C:6]([N:8]1[CH2:13][CH2:12][O:11][CH:10]([C:14]2[CH:19]=[CH:18][C:17]([NH2:20])=[CH:16][C:15]=2[F:32])[CH2:9]1)=[O:7])([CH3:4])([CH3:3])[CH3:2]. (2) Given the reactants C(=O)([O:7][C:8]1[C:20]2[CH2:19][O:18][C:17](=[O:21])[C:16]=2[C:15]([C:22]2[CH:26]=[CH:25][O:24][CH:23]=2)=[C:14]2[C:9]=1[CH:10]=[C:11]([O:29][CH3:30])[C:12]([O:27][CH3:28])=[CH:13]2)OC(C)(C)C.N1CCCCC1.Cl, predict the reaction product. The product is: [O:24]1[CH:25]=[CH:26][C:22]([C:15]2[C:16]3[C:17](=[O:21])[O:18][CH2:19][C:20]=3[C:8]([OH:7])=[C:9]3[C:14]=2[CH:13]=[C:12]([O:27][CH3:28])[C:11]([O:29][CH3:30])=[CH:10]3)=[CH:23]1.